Dataset: Forward reaction prediction with 1.9M reactions from USPTO patents (1976-2016). Task: Predict the product of the given reaction. (1) Given the reactants [CH3:1][CH:2]([CH3:6])[CH2:3]C=O.[C:7]([OH:10])(=O)[CH3:8].C(O[BH-](O[C:21](=[O:23])[CH3:22])OC(=O)C)(=O)C.[Na+].[OH-].[Na+].Cl.[NH2:28][CH:29]([C:33]1[CH:38]=[CH:37][C:36]([O:39][CH3:40])=[C:35]([O:41][CH2:42][CH3:43])[CH:34]=1)[CH2:30][C:31]#[N:32].[N:44]1C=[CH:48][CH:47]=[CH:46][CH:45]=1, predict the reaction product. The product is: [CH2:42]([O:41][C:35]1[CH:34]=[C:33]([CH:29]([N:28]2[C:7](=[O:10])[C:8]3[C:22](=[CH:48][CH:47]=[CH:46][C:45]=3[NH:44][CH2:3][CH:2]([CH3:6])[CH3:1])[C:21]2=[O:23])[CH2:30][C:31]#[N:32])[CH:38]=[CH:37][C:36]=1[O:39][CH3:40])[CH3:43]. (2) Given the reactants [OH:1][CH2:2][C:3]1[C:8]([OH:9])=[CH:7][CH:6]=[C:5]([CH3:10])[N:4]=1.[CH2:11](Br)[C:12]1[CH:17]=[CH:16][CH:15]=[CH:14][CH:13]=1.C(=O)([O-])[O-].[K+].[K+].C(OCC)(=O)C, predict the reaction product. The product is: [CH2:11]([O:9][C:8]1[C:3]([CH2:2][OH:1])=[N:4][C:5]([CH3:10])=[CH:6][CH:7]=1)[C:12]1[CH:17]=[CH:16][CH:15]=[CH:14][CH:13]=1. (3) Given the reactants [Cl:1][C:2]1[CH:7]=[CH:6][CH:5]=[CH:4][C:3]=1[CH2:8][C:9](O)=O.[CH2:12]1[CH2:16][O:15][CH:14]([CH2:17][NH:18][C:19]([NH:21][NH2:22])=[S:20])[CH2:13]1, predict the reaction product. The product is: [Cl:1][C:2]1[CH:7]=[CH:6][CH:5]=[CH:4][C:3]=1[CH2:8][C:9]1[N:18]([CH2:17][CH:14]2[CH2:13][CH2:12][CH2:16][O:15]2)[C:19](=[S:20])[NH:21][N:22]=1. (4) Given the reactants [F:1][CH:2]([F:36])[CH2:3][N:4]([C:21]1[CH:22]=[N:23][CH:24]=[CH:25][C:26]=1[C:27]1[CH:32]=[CH:31][C:30](F)=C[C:28]=1[O:34][CH3:35])C(=O)C1C=C(C(F)(F)F)N=C(C(F)(F)F)C=1.COC1C(B(O)O)=CC=C[N:40]=1, predict the reaction product. The product is: [F:1][CH:2]([F:36])[CH2:3][NH:4][C:21]1[CH:22]=[N:23][CH:24]=[CH:25][C:26]=1[C:27]1[C:28]([O:34][CH3:35])=[N:40][CH:30]=[CH:31][CH:32]=1. (5) Given the reactants [F:1][C:2]1[C:3]([C:22]2[N:26]([CH3:27])[C:25]3[CH:28]=[CH:29][CH:30]=[CH:31][C:24]=3[N:23]=2)=[CH:4][C:5]([N:8]2[CH2:13][CH2:12][CH:11]([NH:14]C(=O)OC(C)(C)C)[CH2:10][CH2:9]2)=[N:6][CH:7]=1, predict the reaction product. The product is: [F:1][C:2]1[C:3]([C:22]2[N:26]([CH3:27])[C:25]3[CH:28]=[CH:29][CH:30]=[CH:31][C:24]=3[N:23]=2)=[CH:4][C:5]([N:8]2[CH2:13][CH2:12][CH:11]([NH2:14])[CH2:10][CH2:9]2)=[N:6][CH:7]=1.